From a dataset of Catalyst prediction with 721,799 reactions and 888 catalyst types from USPTO. Predict which catalyst facilitates the given reaction. (1) Reactant: [CH3:1][O:2][C:3]([CH2:5]P(OC)(OC)=O)=[O:4].[H-].[Na+].[Si:14]([O:21][CH2:22][CH2:23][CH2:24][CH2:25][O:26][C:27]1[CH:28]=[C:29]([CH:32]=[C:33]([O:35][CH2:36][CH2:37][CH2:38][CH2:39][O:40][Si:41]([C:44]([CH3:47])([CH3:46])[CH3:45])([CH3:43])[CH3:42])[CH:34]=1)[CH:30]=O)([C:17]([CH3:20])([CH3:19])[CH3:18])([CH3:16])[CH3:15]. Product: [Si:14]([O:21][CH2:22][CH2:23][CH2:24][CH2:25][O:26][C:27]1[CH:28]=[C:29]([CH:30]=[CH:5][C:3]([O:2][CH3:1])=[O:4])[CH:32]=[C:33]([O:35][CH2:36][CH2:37][CH2:38][CH2:39][O:40][Si:41]([C:44]([CH3:47])([CH3:46])[CH3:45])([CH3:42])[CH3:43])[CH:34]=1)([C:17]([CH3:18])([CH3:20])[CH3:19])([CH3:15])[CH3:16]. The catalyst class is: 1. (2) Reactant: [N:1]1[CH:6]=[CH:5][CH:4]=[CH:3][C:2]=1[CH:7](O)[CH3:8].CC(C)([O-:13])C.[K+].F[C:17]1[CH:22]=[CH:21][C:20]([NH:23][C:24]([C:26]2[C:27]([C:33]3[CH:38]=[CH:37][C:36]([C:39]([F:42])([F:41])[F:40])=[CH:35][CH:34]=3)=[CH:28][C:29]([CH3:32])=[CH:30][CH:31]=2)=[O:25])=[CH:19][C:18]=1[N+:43]([O-:45])=[O:44].C(OCC)(=O)C. Product: [CH3:32][C:29]1[CH:28]=[C:27]([C:33]2[CH:38]=[CH:37][C:36]([C:39]([F:42])([F:41])[F:40])=[CH:35][CH:34]=2)[C:26]([C:24]([NH:23][C:20]2[CH:21]=[CH:22][C:17]([O:13][CH2:8][CH2:7][C:2]3[CH:3]=[CH:4][CH:5]=[CH:6][N:1]=3)=[C:18]([N+:43]([O-:45])=[O:44])[CH:19]=2)=[O:25])=[CH:31][CH:30]=1. The catalyst class is: 30. (3) Reactant: Cl.[CH3:2][O:3][C:4]1[CH:5]=[C:6]([NH:16][C:17]2[N:18]=[CH:19][C:20]3[CH2:26][NH:25][CH2:24][CH:23]([C:27]4[CH:32]=[CH:31][CH:30]=[CH:29][CH:28]=4)[C:21]=3[N:22]=2)[CH:7]=[CH:8][C:9]=1[N:10]1[CH:14]=[C:13]([CH3:15])[N:12]=[CH:11]1.C(N)C.[CH3:36][S:37](Cl)(=[O:39])=[O:38]. Product: [CH3:36][S:37]([N:25]1[CH2:24][CH:23]([C:27]2[CH:32]=[CH:31][CH:30]=[CH:29][CH:28]=2)[C:21]2[N:22]=[C:17]([NH:16][C:6]3[CH:7]=[CH:8][C:9]([N:10]4[CH:14]=[C:13]([CH3:15])[N:12]=[CH:11]4)=[C:4]([O:3][CH3:2])[CH:5]=3)[N:18]=[CH:19][C:20]=2[CH2:26]1)(=[O:39])=[O:38]. The catalyst class is: 2. (4) Reactant: C([O:3][C:4]([C:6]([F:28])([F:27])[CH:7]([O:14][C:15]([C:17]12[CH2:26][CH:21]3[CH2:22][CH:23]([CH2:25][CH:19]([CH2:20]3)[CH2:18]1)[CH2:24]2)=[O:16])[C:8]1[CH:13]=[CH:12][CH:11]=[CH:10][CH:9]=1)=[O:5])C.O1CCOCC1.[OH-].[Na+].COS([O-])(=O)=O.[C:43]([C:47]1[CH:52]=[CH:51][C:50]([S+:53]([C:60]2[CH:65]=[CH:64][CH:63]=[CH:62][CH:61]=2)[C:54]2[CH:59]=[CH:58][CH:57]=[CH:56][CH:55]=2)=[CH:49][CH:48]=1)([CH3:46])([CH3:45])[CH3:44]. Product: [C:17]12([C:15]([O:14][CH:7]([C:8]3[CH:13]=[CH:12][CH:11]=[CH:10][CH:9]=3)[C:6]([F:27])([F:28])[C:4]([O-:5])=[O:3])=[O:16])[CH2:24][CH:23]3[CH2:25][CH:19]([CH2:20][CH:21]([CH2:22]3)[CH2:26]1)[CH2:18]2.[C:43]([C:47]1[CH:52]=[CH:51][C:50]([S+:53]([C:60]2[CH:65]=[CH:64][CH:63]=[CH:62][CH:61]=2)[C:54]2[CH:55]=[CH:56][CH:57]=[CH:58][CH:59]=2)=[CH:49][CH:48]=1)([CH3:46])([CH3:44])[CH3:45]. The catalyst class is: 34.